From a dataset of Full USPTO retrosynthesis dataset with 1.9M reactions from patents (1976-2016). Predict the reactants needed to synthesize the given product. (1) Given the product [O:12]=[C:5]1[CH:6]2[CH2:11][C:2]3([NH:1][C:25](=[O:26])[O:24][C:21]([CH3:23])([CH3:22])[CH3:20])[CH2:9][CH:8]([CH2:10][CH:4]1[CH2:3]3)[CH2:7]2, predict the reactants needed to synthesize it. The reactants are: [NH2:1][C:2]12[CH2:11][CH:6]3[CH2:7][CH:8]([CH2:10][CH:4]([C:5]3=[O:12])[CH2:3]1)[CH2:9]2.C(N(CC)CC)C.[CH3:20][C:21]([O:24][C:25](O[C:25]([O:24][C:21]([CH3:23])([CH3:22])[CH3:20])=[O:26])=[O:26])([CH3:23])[CH3:22].[NH4+].[Cl-]. (2) Given the product [F:1][C:2]1[CH:3]=[C:4]2[C:10]([I:11])=[N:9][N:8]([CH2:19][C:20]3[N:25]=[CH:24][CH:23]=[CH:22][N:21]=3)[C:5]2=[N:6][CH:7]=1, predict the reactants needed to synthesize it. The reactants are: [F:1][C:2]1[CH:3]=[C:4]2[C:10]([I:11])=[N:9][NH:8][C:5]2=[N:6][CH:7]=1.C(=O)([O-])[O-].[Cs+].[Cs+].Cl[CH2:19][C:20]1[N:25]=[CH:24][CH:23]=[CH:22][N:21]=1.O. (3) Given the product [CH2:42]([CH2:45][NH:46][CH2:1][CH2:4][C:5]1[CH:41]=[CH:40][C:8]([CH2:9][CH2:10][CH2:11][NH:12][C:13]2[CH:18]=[C:17]([O:19][CH3:20])[C:16]([O:21][CH3:22])=[CH:15][C:14]=2[C@@H:23]2[CH2:32][CH2:31][C:30]3[CH:29]=[C:28]([OH:33])[CH:27]=[CH:26][C:25]=3[CH2:24]2)=[CH:7][CH:6]=1)[CH:43]=[CH2:44], predict the reactants needed to synthesize it. The reactants are: [C:1]([CH2:4][C:5]1[CH:41]=[CH:40][C:8]([CH2:9][CH2:10][CH2:11][NH:12][C:13]2[CH:18]=[C:17]([O:19][CH3:20])[C:16]([O:21][CH3:22])=[CH:15][C:14]=2[C@@H:23]2[CH2:32][CH2:31][C:30]3[CH:29]=[C:28]([O:33]C(=O)C(C)(C)C)[CH:27]=[CH:26][C:25]=3[CH2:24]2)=[CH:7][CH:6]=1)(O)=O.[CH2:42]([CH2:45][NH2:46])[CH:43]=[CH2:44]. (4) Given the product [Cl:1][C:2]1[CH:3]=[CH:4][C:5]([C:26]#[N:27])=[C:6]([C:8]2[C:13]([O:14][CH3:15])=[CH:12][N:11]([CH:16]([CH2:20][C:21]([F:24])([F:23])[F:22])[C:17]([NH:28][C:29]3[CH:30]=[CH:31][C:32]([C:33]([O:35][CH2:36][CH3:37])=[O:34])=[CH:38][CH:39]=3)=[O:19])[C:10](=[O:25])[CH:9]=2)[CH:7]=1, predict the reactants needed to synthesize it. The reactants are: [Cl:1][C:2]1[CH:3]=[CH:4][C:5]([C:26]#[N:27])=[C:6]([C:8]2[C:13]([O:14][CH3:15])=[CH:12][N:11]([CH:16]([CH2:20][C:21]([F:24])([F:23])[F:22])[C:17]([OH:19])=O)[C:10](=[O:25])[CH:9]=2)[CH:7]=1.[NH2:28][C:29]1[CH:39]=[CH:38][C:32]([C:33]([O:35][CH2:36][CH3:37])=[O:34])=[CH:31][CH:30]=1.CC(C)N=C=NC(C)C.